From a dataset of NCI-60 drug combinations with 297,098 pairs across 59 cell lines. Regression. Given two drug SMILES strings and cell line genomic features, predict the synergy score measuring deviation from expected non-interaction effect. Drug 1: CC1=C(C=C(C=C1)C(=O)NC2=CC(=CC(=C2)C(F)(F)F)N3C=C(N=C3)C)NC4=NC=CC(=N4)C5=CN=CC=C5. Drug 2: CNC(=O)C1=NC=CC(=C1)OC2=CC=C(C=C2)NC(=O)NC3=CC(=C(C=C3)Cl)C(F)(F)F. Cell line: HOP-92. Synergy scores: CSS=-4.30, Synergy_ZIP=0.952, Synergy_Bliss=-5.21, Synergy_Loewe=-5.38, Synergy_HSA=-7.76.